From a dataset of Full USPTO retrosynthesis dataset with 1.9M reactions from patents (1976-2016). Predict the reactants needed to synthesize the given product. The reactants are: Cl.Cl.[NH2:3][C:4]1[C:8]([NH2:9])=[C:7]([CH3:10])[S:6][C:5]=1[CH3:11].C1COCC1.[CH3:17][C:18]1[C:19]([N:23]=[C:24]=[S:25])=[CH:20][S:21][CH:22]=1. Given the product [NH2:3][C:4]1[C:8]([NH:9][C:24]([NH:23][C:19]2[C:18]([CH3:17])=[CH:22][S:21][CH:20]=2)=[S:25])=[C:7]([CH3:10])[S:6][C:5]=1[CH3:11], predict the reactants needed to synthesize it.